The task is: Regression/Classification. Given a drug SMILES string, predict its absorption, distribution, metabolism, or excretion properties. Task type varies by dataset: regression for continuous measurements (e.g., permeability, clearance, half-life) or binary classification for categorical outcomes (e.g., BBB penetration, CYP inhibition). Dataset: rlm.. This data is from Rat liver microsome stability data. (1) The molecule is CCOc1ccc(CCNC(=O)c2cc3sccc3n2Cc2cccc(C)c2)cc1OCC. The result is 1 (stable in rat liver microsomes). (2) The compound is CNC[C@@H](O)CCN1c2ccccc2N(c2ccc(F)c(F)c2)S1(=O)=O. The result is 0 (unstable in rat liver microsomes). (3) The molecule is CNC(=O)O[C@@H](CC(C)C)c1nc([C@H]2OC(=O)/C=C/C/C(C)=C/[C@@H](O)[C@@H](C)/C=C(C)\C=C(C)/C=C/[C@@H](O)[C@H](C)[C@H](OC)/C(C)=C/C=C/[C@@H]2C)cs1. The result is 1 (stable in rat liver microsomes). (4) The compound is CS(=O)(=O)CC(=O)N(CCN1[C@@H]2CC[C@H]1C[C@@H](c1cccc(C(N)=O)c1)C2)CC1CCCCC1. The result is 0 (unstable in rat liver microsomes). (5) The compound is O=C(N[C@H](Cc1c[nH]c2ccccc12)C(=O)Nc1ccncc1)c1ccc(N2CCN(c3ccc(C(F)(F)F)cc3)CC2)cc1F. The result is 1 (stable in rat liver microsomes). (6) The molecule is CCNc1oc(-c2cccc3ccccc23)nc1C#N. The result is 1 (stable in rat liver microsomes). (7) The compound is O=C(c1cnc2ccc(F)cc2c1N1CCC2(CC1)CC2)N1CCN(C(=O)C2CC2)CC1. The result is 1 (stable in rat liver microsomes). (8) The drug is Oc1nc(N2CCOCC2)nc2c1CCN(Cc1cc(Cl)ccc1F)CC2. The result is 0 (unstable in rat liver microsomes). (9) The drug is COc1ccc(C(=O)N2CCCC(c3nc(O)n(-c4ccc(OC)cc4)n3)C2)cc1. The result is 0 (unstable in rat liver microsomes). (10) The molecule is Cc1noc(-c2cn(C3CCN(C(=O)c4ccc(OC(F)(F)F)cc4)CC3)nn2)n1. The result is 0 (unstable in rat liver microsomes).